This data is from Forward reaction prediction with 1.9M reactions from USPTO patents (1976-2016). The task is: Predict the product of the given reaction. (1) Given the reactants [Cl:1][C:2]1[CH:17]=[C:16]([NH:18][C:19]2[C:20]3[N:27]([CH3:28])[CH:26]=[CH:25][C:21]=3[N:22]=[CH:23][N:24]=2)[CH:15]=[CH:14][C:3]=1[O:4][C:5]1[CH:6]=[C:7]([CH:11]=[CH:12][CH:13]=1)[C:8](O)=[O:9].Cl.[CH3:30][C:31]1([NH2:37])[CH2:36][CH2:35][CH2:34][CH2:33][CH2:32]1.Cl.C(N=C=NCCCN(C)C)C.O.ON1C2C=CC=CC=2N=N1, predict the reaction product. The product is: [ClH:1].[Cl:1][C:2]1[CH:17]=[C:16]([NH:18][C:19]2[C:20]3[N:27]([CH3:28])[CH:26]=[CH:25][C:21]=3[N:22]=[CH:23][N:24]=2)[CH:15]=[CH:14][C:3]=1[O:4][C:5]1[CH:6]=[C:7]([CH:11]=[CH:12][CH:13]=1)[C:8]([NH:37][C:31]1([CH3:30])[CH2:36][CH2:35][CH2:34][CH2:33][CH2:32]1)=[O:9]. (2) Given the reactants [C:1]([O:5][C:6]([N:8]1[CH:17]([C:18](O)=[O:19])[CH2:16][C:15]2[C:10](=[CH:11][CH:12]=[CH:13][CH:14]=2)[CH2:9]1)=[O:7])([CH3:4])([CH3:3])[CH3:2].[NH2:21][CH2:22][C:23]([C:25]1[CH:30]=[CH:29][CH:28]=[CH:27][CH:26]=1)=[O:24].ON1C2C=CC=CC=2N=N1.CN(C)CCCCN=C=NCC.CN1CCOCC1, predict the reaction product. The product is: [C:1]([O:5][C:6]([N:8]1[CH:17]([C:18](=[O:19])[NH:21][CH2:22][C:23](=[O:24])[C:25]2[CH:30]=[CH:29][CH:28]=[CH:27][CH:26]=2)[CH2:16][C:15]2[C:10](=[CH:11][CH:12]=[CH:13][CH:14]=2)[CH2:9]1)=[O:7])([CH3:2])([CH3:4])[CH3:3]. (3) Given the reactants [C@@H]1(N2C3N=CN=C(N)C=3N=C2)O[C@H](CO)[C@@H](O)[C@H]1O.[K].[P:21]([O:33][CH2:34][C@H:35]1[O:39][C@@H:38]([N:40]2[C:49]3[N:48]=[CH:47][N:46]=[C:44]([NH2:45])[C:43]=3[N:42]=[CH:41]2)[C@H:37]([OH:50])[C@@H:36]1[OH:51])([O:24][P:25]([O:28][P:29]([OH:32])([OH:31])=[O:30])([O-:27])=[O:26])(=[O:23])[O-:22].[Na+].[Na+].ClC(Cl)(Cl)C(O)=O, predict the reaction product. The product is: [P:21](=[O:22])([OH:33])([OH:24])[OH:23].[P:21]([O:33][CH2:34][C@H:35]1[O:39][C@@H:38]([N:40]2[C:49]3[N:48]=[CH:47][N:46]=[C:44]([NH2:45])[C:43]=3[N:42]=[CH:41]2)[C@H:37]([OH:50])[C@@H:36]1[OH:51])([O:24][P:25]([O:28][P:29]([OH:31])([OH:32])=[O:30])([OH:27])=[O:26])(=[O:22])[OH:23]. (4) Given the reactants Br[C:2]1[C:10]2[C:5](=[CH:6][CH:7]=[CH:8][C:9]=2[N+:11]([O-:13])=[O:12])[N:4]([CH2:14][C:15]2[CH:20]=[CH:19][CH:18]=[C:17]([O:21][CH2:22][CH3:23])[N:16]=2)[N:3]=1.[C:24](=O)([O-])[O-].[K+].[K+].CB(O)O.O, predict the reaction product. The product is: [CH2:22]([O:21][C:17]1[N:16]=[C:15]([CH2:14][N:4]2[C:5]3[C:10](=[C:9]([N+:11]([O-:13])=[O:12])[CH:8]=[CH:7][CH:6]=3)[C:2]([CH3:24])=[N:3]2)[CH:20]=[CH:19][CH:18]=1)[CH3:23]. (5) Given the reactants [O:1]([CH2:8][C:9](Cl)=O)[C:2]1[CH:7]=[CH:6][CH:5]=[CH:4][CH:3]=1.Cl[C:13]1[C:22]([NH2:23])=[C:21]([NH:24][CH2:25][CH:26]([CH3:28])[CH3:27])[C:20]2[C:15](=[CH:16][CH:17]=[CH:18][CH:19]=2)[N:14]=1.C(#[N:31])C, predict the reaction product. The product is: [CH3:27][CH:26]([CH3:28])[CH2:25][N:24]1[C:21]2[C:20]3[CH:19]=[CH:18][CH:17]=[CH:16][C:15]=3[N:14]=[C:13]([NH2:31])[C:22]=2[N:23]=[C:9]1[CH2:8][O:1][C:2]1[CH:7]=[CH:6][CH:5]=[CH:4][CH:3]=1. (6) Given the reactants Cl.O1CCOCC1.[NH2:8][C:9]([C:11]1[CH:12]=[CH:13][CH:14]=[C:15]2[C:20]=1[N:19]=[CH:18][N:17]=[C:16]2[NH:21][CH:22]1[CH:26]([C:27]2[CH:32]=[CH:31][CH:30]=[C:29]([F:33])[CH:28]=2)[CH2:25][N:24](C(OC(C)(C)C)=O)[CH2:23]1)=[O:10], predict the reaction product. The product is: [F:33][C:29]1[CH:28]=[C:27]([C@@H:26]2[CH2:25][NH:24][CH2:23][C@H:22]2[NH:21][C:16]2[C:15]3[C:20](=[C:11]([C:9]([NH2:8])=[O:10])[CH:12]=[CH:13][CH:14]=3)[N:19]=[CH:18][N:17]=2)[CH:32]=[CH:31][CH:30]=1. (7) Given the reactants Cl[C:2]1[CH:7]=[CH:6][N:5]=[C:4]2[NH:8][CH:9]=[CH:10][C:3]=12.[OH-].[Na+].CO.[C:15](=O)=[O:16], predict the reaction product. The product is: [CH3:15][O:16][C:2]1[CH:7]=[CH:6][N:5]=[C:4]2[NH:8][CH:9]=[CH:10][C:3]=12.